This data is from Full USPTO retrosynthesis dataset with 1.9M reactions from patents (1976-2016). The task is: Predict the reactants needed to synthesize the given product. (1) Given the product [CH3:22][N:23]1[CH:28]2[CH2:29][CH2:30][CH2:31][CH:24]1[CH2:25][N:26]([CH2:2][C:3]1[CH:8]=[CH:7][C:6]([NH2:9])=[CH:5][C:4]=1[C:16]([F:17])([F:18])[F:19])[CH2:27]2, predict the reactants needed to synthesize it. The reactants are: Br[CH2:2][C:3]1[CH:8]=[CH:7][C:6]([NH:9]C(=O)C(F)(F)F)=[CH:5][C:4]=1[C:16]([F:19])([F:18])[F:17].Cl.Cl.[CH3:22][N:23]1[CH:28]2[CH2:29][CH2:30][CH2:31][CH:24]1[CH2:25][NH:26][CH2:27]2.C(N(C(C)C)C(C)C)C. (2) Given the product [CH3:29][NH:30][C:31]1[N:36]=[C:35]([CH2:37][CH2:38][O:15][C:16]2[CH:17]=[CH:18][C:19]([CH2:22][CH2:23][CH2:24][C:25]([O:27][CH3:28])=[O:26])=[CH:20][CH:21]=2)[CH:34]=[CH:33][CH:32]=1, predict the reactants needed to synthesize it. The reactants are: N(C(OC(C)C)=O)=NC(OC(C)C)=O.[OH:15][C:16]1[CH:21]=[CH:20][C:19]([CH2:22][CH2:23][CH2:24][C:25]([O:27][CH3:28])=[O:26])=[CH:18][CH:17]=1.[CH3:29][NH:30][C:31]1[N:36]=[C:35]([CH:37](O)[CH3:38])[CH:34]=[CH:33][CH:32]=1.C1(P(C2C=CC=CC=2)C2C=CC=CC=2)C=CC=CC=1. (3) Given the product [CH2:57]([S:59]([OH:62])(=[O:61])=[O:60])[CH3:58].[C:1]([O:4][CH2:5][CH2:6][O:7][C:8]1[C:9]([F:56])=[C:10]([C@@H:16]([NH:39][C:40]2[CH:41]=[CH:42][C:43]([C:46]([NH2:55])=[N:47][C:48]([O:50][CH2:51][C:52]([CH3:54])=[CH2:53])=[O:49])=[CH:44][CH:45]=2)[C:17]2[N:18]=[C:19]([O:28][CH2:29][O:30][C:31](=[O:38])[C:32]([CH3:37])([CH3:36])[CH2:33][O:34][CH3:35])[N:20]([C:22]3[N:27]=[CH:26][CH:25]=[CH:24][N:23]=3)[N:21]=2)[CH:11]=[C:12]([O:14][CH3:15])[CH:13]=1)(=[O:3])[CH3:2], predict the reactants needed to synthesize it. The reactants are: [C:1]([O:4][CH2:5][CH2:6][O:7][C:8]1[C:9]([F:56])=[C:10]([C@@H:16]([NH:39][C:40]2[CH:45]=[CH:44][C:43]([C:46]([NH2:55])=[N:47][C:48]([O:50][CH2:51][C:52]([CH3:54])=[CH2:53])=[O:49])=[CH:42][CH:41]=2)[C:17]2[N:18]=[C:19]([O:28][CH2:29][O:30][C:31](=[O:38])[C:32]([CH3:37])([CH3:36])[CH2:33][O:34][CH3:35])[N:20]([C:22]3[N:27]=[CH:26][CH:25]=[CH:24][N:23]=3)[N:21]=2)[CH:11]=[C:12]([O:14][CH3:15])[CH:13]=1)(=[O:3])[CH3:2].[CH2:57]([S:59]([OH:62])(=[O:61])=[O:60])[CH3:58]. (4) Given the product [F:1][C:2]1[CH:3]=[CH:4][C:5]([CH:8]2[CH2:17][C:16]3[C:11](=[CH:12][CH:13]=[CH:14][CH:15]=3)[NH:10][CH2:9]2)=[CH:6][CH:7]=1, predict the reactants needed to synthesize it. The reactants are: [F:1][C:2]1[CH:7]=[CH:6][C:5]([C:8]2[CH:9]=[N:10][C:11]3[C:16]([CH:17]=2)=[CH:15][CH:14]=[CH:13][CH:12]=3)=[CH:4][CH:3]=1.OCC1(OC[C@@H](O)[C@@H](O)[C@H]1O)O. (5) The reactants are: [F:1][C:2]1[C:29]([CH3:30])=[CH:28][C:5]([CH2:6][C@@H:7]([C:13]([N:15]2[C@H:19]([CH2:20][C:21]3[CH:26]=[CH:25][CH:24]=[CH:23][CH:22]=3)[CH2:18][O:17][C:16]2=[O:27])=[O:14])[CH2:8][CH2:9][CH2:10][CH:11]=O)=[CH:4][C:3]=1[CH3:31].[F:32][C:33]1[CH:40]=[CH:39][C:36]([CH2:37][NH2:38])=[CH:35][CH:34]=1.[BH-](OC(C)=O)(OC(C)=O)OC(C)=O.[Na+]. Given the product [F:1][C:2]1[C:29]([CH3:30])=[CH:28][C:5]([CH2:6][C@H:7]([CH2:8][CH2:9][CH2:10][CH2:11][NH:38][CH2:37][C:36]2[CH:39]=[CH:40][C:33]([F:32])=[CH:34][CH:35]=2)[C:13]([N:15]2[C@H:19]([CH2:20][C:21]3[CH:26]=[CH:25][CH:24]=[CH:23][CH:22]=3)[CH2:18][O:17][C:16]2=[O:27])=[O:14])=[CH:4][C:3]=1[CH3:31], predict the reactants needed to synthesize it. (6) The reactants are: Br[C:2]1[CH:3]=[CH:4][C:5]2[C:6]3[S:15][C:14]([CH2:16][CH2:17][CH3:18])=[N:13][C:7]=3[C:8]([NH2:12])=[N:9][C:10]=2[CH:11]=1.[CH:19]1([NH:22][C:23]([C:25]2[CH:26]=[C:27](B(O)O)[CH:28]=[CH:29][CH:30]=2)=[O:24])[CH2:21][CH2:20]1. Given the product [NH2:12][C:8]1[C:7]2[N:13]=[C:14]([CH2:16][CH2:17][CH3:18])[S:15][C:6]=2[C:5]2[CH:4]=[CH:3][C:2]([C:29]3[CH:30]=[C:25]([CH:26]=[CH:27][CH:28]=3)[C:23]([NH:22][CH:19]3[CH2:20][CH2:21]3)=[O:24])=[CH:11][C:10]=2[N:9]=1, predict the reactants needed to synthesize it. (7) Given the product [N:15]1[C:12]2[C:11](=[N:10][C:9]([NH2:8])=[CH:14][CH:13]=2)[S:16][CH:17]=1, predict the reactants needed to synthesize it. The reactants are: COC1C=CC(C[NH:8][C:9]2[CH:14]=[CH:13][C:12]([NH2:15])=[C:11]([S:16][CH2:17]C3C=CC(OC)=CC=3)[N:10]=2)=CC=1.C(O)(C(F)(F)F)=O.C(Cl)(Cl)Cl. (8) Given the product [F:35][C:34]([F:37])([F:36])[S:31]([O:11][C:10]1[C:2]([Cl:1])=[C:3]2[C:7](=[CH:8][CH:9]=1)[N:6]([S:12]([C:15]1[CH:20]=[CH:19][CH:18]=[CH:17][CH:16]=1)(=[O:14])=[O:13])[C:5]([CH:21]([F:23])[F:22])=[CH:4]2)(=[O:33])=[O:32], predict the reactants needed to synthesize it. The reactants are: [Cl:1][C:2]1[C:10]([OH:11])=[CH:9][CH:8]=[C:7]2[C:3]=1[CH:4]=[C:5]([CH:21]([F:23])[F:22])[N:6]2[S:12]([C:15]1[CH:20]=[CH:19][CH:18]=[CH:17][CH:16]=1)(=[O:14])=[O:13].CCN(CC)CC.[S:31](O[S:31]([C:34]([F:37])([F:36])[F:35])(=[O:33])=[O:32])([C:34]([F:37])([F:36])[F:35])(=[O:33])=[O:32]. (9) Given the product [CH3:1][O:2][C:3]1[CH:21]=[CH:20][CH:19]=[CH:18][C:4]=1[CH2:5][NH:6][C:7]1[O:8][CH2:9][C:10]2[CH:16]=[C:15]([NH:17][C:25]([CH:22]3[CH2:24][CH2:23]3)=[O:26])[CH:14]=[CH:13][C:11]=2[N:12]=1, predict the reactants needed to synthesize it. The reactants are: [CH3:1][O:2][C:3]1[CH:21]=[CH:20][CH:19]=[CH:18][C:4]=1[CH2:5][NH:6][C:7]1[O:8][CH2:9][C:10]2[CH:16]=[C:15]([NH2:17])[CH:14]=[CH:13][C:11]=2[N:12]=1.[CH:22]1([C:25](Cl)=[O:26])[CH2:24][CH2:23]1. (10) Given the product [Br:1][C:2]1[CH:48]=[CH:47][C:5]2[CH2:6][CH2:7][CH2:8][CH2:9][CH2:10][CH2:11][CH2:12][O:13][C:14](=[O:46])[NH:15][C@@H:16]([C:42]([CH3:43])([CH3:45])[CH3:44])[C:17](=[O:41])[N:18]3[CH2:23][C@H:21]([O:22][C:4]=2[CH:3]=1)[CH2:20][C@H:19]3[C:24]([NH:26][C@:27]1([C:32]([NH:34][S:35]([CH:38]2[CH2:40][CH2:39]2)(=[O:36])=[O:37])=[O:33])[CH2:29][C@H:28]1[CH2:30][CH3:31])=[O:25], predict the reactants needed to synthesize it. The reactants are: [Br:1][C:2]1[CH:48]=[CH:47][C:5]2[CH2:6][CH:7]=[CH:8][CH2:9][CH2:10][CH2:11][CH2:12][O:13][C:14](=[O:46])[NH:15][C@@H:16]([C:42]([CH3:45])([CH3:44])[CH3:43])[C:17](=[O:41])[N:18]3[CH2:23][C@H:21]([O:22][C:4]=2[CH:3]=1)[CH2:20][C@H:19]3[C:24]([NH:26][C@:27]1([C:32]([NH:34][S:35]([CH:38]2[CH2:40][CH2:39]2)(=[O:37])=[O:36])=[O:33])[CH2:29][C@H:28]1[CH:30]=[CH2:31])=[O:25].